This data is from Retrosynthesis with 50K atom-mapped reactions and 10 reaction types from USPTO. The task is: Predict the reactants needed to synthesize the given product. (1) Given the product NC1CCC(Oc2ccc3c(=O)[nH]cnc3c2)CC1, predict the reactants needed to synthesize it. The reactants are: N[C@H]1CC[C@H](O)CC1.O=c1[nH]cnc2cc(F)ccc12. (2) The reactants are: CC(C)CO.CC1(C)CCC(C)(C)c2cc(C(=O)COc3ccc(C(=O)O)c(O)c3)ccc21. Given the product CC(C)COC(=O)c1ccc(OCC(=O)c2ccc3c(c2)C(C)(C)CCC3(C)C)cc1O, predict the reactants needed to synthesize it. (3) Given the product OCCOc1cc(CNc2nc3ccccc3n2[C@@H]2O[C@H](CO)[C@@H](O)[C@H]2O)ccc1-c1ccccc1, predict the reactants needed to synthesize it. The reactants are: CCOC(=O)COc1cc(CNc2nc3ccccc3n2[C@@H]2O[C@H](CO)[C@@H](O)[C@H]2O)ccc1-c1ccccc1. (4) The reactants are: CCC[P+](c1ccccc1)(c1ccccc1)c1ccccc1.Cc1c(C=O)cccc1C(=O)c1ccc(F)cc1. Given the product CCC=Cc1cccc(C(=O)c2ccc(F)cc2)c1C, predict the reactants needed to synthesize it. (5) Given the product Cn1c2c(c3cc(O)ccc31)CCC2=O, predict the reactants needed to synthesize it. The reactants are: Cn1c2c(c3cc(OC(=O)CCl)ccc31)CCC2=O. (6) Given the product O=[N+]([O-])c1ccc(OCCCn2ccnn2)cc1, predict the reactants needed to synthesize it. The reactants are: O=[N+]([O-])c1ccc(OCCCCl)cc1.c1c[nH]nn1. (7) Given the product c1ccc(-c2cnnc(N3CCOCC3)c2)cc1, predict the reactants needed to synthesize it. The reactants are: Clc1nnc(N2CCOCC2)cc1-c1ccccc1. (8) Given the product C[C@H]1C[C@H](NC(=O)c2cccnn2)C[C@@H]1c1cnc2cnc3[nH]ccc3n12, predict the reactants needed to synthesize it. The reactants are: C[C@@H]1C[C@H](N)C[C@@H]1c1cnc2cnc3[nH]ccc3n12.O=C(O)c1cccnn1. (9) The reactants are: Cc1cc(OCc2ccccc2)cc(C)c1C[C@@H]1CCN(C2CCc3n[nH]cc3C2)C1=O. Given the product Cc1cc(O)cc(C)c1C[C@@H]1CCN(C2CCc3n[nH]cc3C2)C1=O, predict the reactants needed to synthesize it. (10) Given the product O=c1c(C2=NS(=O)(=O)c3ccccc3N2)c(O)c2sccc2n1N=Cc1cccnc1, predict the reactants needed to synthesize it. The reactants are: Nn1c(=O)c(C2=NS(=O)(=O)c3ccccc3N2)c(O)c2sccc21.O=Cc1cccnc1.